This data is from Full USPTO retrosynthesis dataset with 1.9M reactions from patents (1976-2016). The task is: Predict the reactants needed to synthesize the given product. (1) Given the product [CH3:20][O:13][C:12](=[O:14])[CH2:11][CH:1]1[C:10]2[C:5](=[CH:6][CH:7]=[CH:8][CH:9]=2)[CH2:4][CH2:3][NH:2]1, predict the reactants needed to synthesize it. The reactants are: [CH:1]1([CH2:11][C:12]([OH:14])=[O:13])[C:10]2[C:5](=[CH:6][CH:7]=[CH:8][CH:9]=2)[CH2:4][CH2:3][NH:2]1.OS(O)(=O)=O.[CH3:20]O. (2) Given the product [CH2:1]([O:3][C:4]([C:6]1[CH:11]=[CH:10][C:9]([CH3:16])=[C:8]([CH3:13])[N:7]=1)=[O:5])[CH3:2], predict the reactants needed to synthesize it. The reactants are: [CH2:1]([O:3][C:4]([C:6]1[CH:11]=[CH:10][C:9](Br)=[C:8]([CH3:13])[N:7]=1)=[O:5])[CH3:2].Cl.O1CCOC[CH2:16]1. (3) The reactants are: [CH2:1]([O:3][C:4]1[N:9]=[C:8]([O:10][CH2:11][CH3:12])[N:7]=[C:6]([CH:13]2[C:21]3[C:16](=[C:17]([F:22])[CH:18]=[CH:19][CH:20]=3)[NH:15][C:14]2=[O:23])[N:5]=1)[CH3:2].CN1C=CN=C1.[F:30][CH:31]([F:36])[S:32](Cl)(=[O:34])=[O:33].Cl. Given the product [CH2:11]([O:10][C:8]1[N:9]=[C:4]([O:3][CH2:1][CH3:2])[N:5]=[C:6]([CH:13]2[C:21]3[C:16](=[C:17]([F:22])[CH:18]=[CH:19][CH:20]=3)[N:15]([S:32]([CH:31]([F:36])[F:30])(=[O:34])=[O:33])[C:14]2=[O:23])[N:7]=1)[CH3:12], predict the reactants needed to synthesize it.